Dataset: Peptide-MHC class I binding affinity with 185,985 pairs from IEDB/IMGT. Task: Regression. Given a peptide amino acid sequence and an MHC pseudo amino acid sequence, predict their binding affinity value. This is MHC class I binding data. (1) The peptide sequence is IPTFLQEAL. The MHC is HLA-B35:01 with pseudo-sequence HLA-B35:01. The binding affinity (normalized) is 1.00. (2) The peptide sequence is ENKKNLSEQ. The MHC is HLA-A11:01 with pseudo-sequence HLA-A11:01. The binding affinity (normalized) is 0. (3) The peptide sequence is IPSTVKTNL. The MHC is HLA-B53:01 with pseudo-sequence HLA-B53:01. The binding affinity (normalized) is 1.00. (4) The peptide sequence is RYLKDQQLL. The MHC is HLA-A68:02 with pseudo-sequence HLA-A68:02. The binding affinity (normalized) is 0.